This data is from Forward reaction prediction with 1.9M reactions from USPTO patents (1976-2016). The task is: Predict the product of the given reaction. (1) Given the reactants [CH2:1]([O:3][C:4]([C:6]1[C:7]([OH:24])=[C:8]2[C:12](=[CH:13][CH:14]=1)[NH:11][N:10]=[C:9]2/[CH:15]=[CH:16]/[C:17]1[CH:22]=[CH:21][C:20]([F:23])=[CH:19][CH:18]=1)=[O:5])[CH3:2].[C:25](O[C:25]([O:27][C:28]([CH3:31])([CH3:30])[CH3:29])=[O:26])([O:27][C:28]([CH3:31])([CH3:30])[CH3:29])=[O:26].O, predict the reaction product. The product is: [CH2:1]([O:3][C:4]([C:6]1[C:7]([OH:24])=[C:8]2[C:12](=[CH:13][CH:14]=1)[N:11]([C:25]([O:27][C:28]([CH3:31])([CH3:30])[CH3:29])=[O:26])[N:10]=[C:9]2/[CH:15]=[CH:16]/[C:17]1[CH:18]=[CH:19][C:20]([F:23])=[CH:21][CH:22]=1)=[O:5])[CH3:2]. (2) Given the reactants C[O:2][C:3]([C:5]1[C:14]2[C:9](=[CH:10][CH:11]=[CH:12][CH:13]=2)[CH:8]=[CH:7][C:6]=1[C:15]#[CH:16])=O.C1COCC1.[H-].[Al+3].[Li+].[H-].[H-].[H-], predict the reaction product. The product is: [C:15]([C:6]1[CH:7]=[CH:8][C:9]2[C:14](=[CH:13][CH:12]=[CH:11][CH:10]=2)[C:5]=1[CH2:3][OH:2])#[CH:16]. (3) Given the reactants C([O:3][C:4](=[O:43])[CH:5]([NH:31]/[C:32](/[CH3:42])=[CH:33]\[C:34](=[O:41])[C:35]1[CH:40]=[CH:39][CH:38]=[CH:37][CH:36]=1)[CH2:6][C:7]1[C:12]2[S:13][CH:14]=[CH:15][C:11]=2[C:10]([O:16][CH2:17][CH2:18][C:19]2[N:20]=[C:21]([C:25]3[CH:30]=[CH:29][CH:28]=[CH:27][CH:26]=3)[O:22][C:23]=2[CH3:24])=[CH:9][CH:8]=1)C.[OH-].[Na+].Cl, predict the reaction product. The product is: [CH3:42]/[C:32](/[NH:31][CH:5]([CH2:6][C:7]1[C:12]2[S:13][CH:14]=[CH:15][C:11]=2[C:10]([O:16][CH2:17][CH2:18][C:19]2[N:20]=[C:21]([C:25]3[CH:26]=[CH:27][CH:28]=[CH:29][CH:30]=3)[O:22][C:23]=2[CH3:24])=[CH:9][CH:8]=1)[C:4]([OH:43])=[O:3])=[CH:33]/[C:34](=[O:41])[C:35]1[CH:40]=[CH:39][CH:38]=[CH:37][CH:36]=1.